This data is from Forward reaction prediction with 1.9M reactions from USPTO patents (1976-2016). The task is: Predict the product of the given reaction. (1) Given the reactants [CH2:1]([CH:6]1[CH2:11][CH2:10][CH:9]([C:12]([O:14][C:15]2[CH:20]=[CH:19][C:18](/[CH:21]=[CH:22]/[C:23]([O:25][CH2:26][C:27]3[CH:32]=[C:31]([N+:33]([O-])=O)[CH:30]=[C:29]([N+:36]([O-])=O)[CH:28]=3)=[O:24])=[CH:17][CH:16]=2)=[O:13])[CH2:8][CH2:7]1)[CH2:2][CH2:3][CH2:4][CH3:5].CCCCCC, predict the reaction product. The product is: [CH2:1]([CH:6]1[CH2:11][CH2:10][CH:9]([C:12]([O:14][C:15]2[CH:20]=[CH:19][C:18](/[CH:21]=[CH:22]/[C:23]([O:25][CH2:26][C:27]3[CH:28]=[C:29]([NH2:36])[CH:30]=[C:31]([NH2:33])[CH:32]=3)=[O:24])=[CH:17][CH:16]=2)=[O:13])[CH2:8][CH2:7]1)[CH2:2][CH2:3][CH2:4][CH3:5]. (2) Given the reactants Cl[CH2:2][C:3]1[S:7][C:6]([C:8]2[NH:9][C:10]3[C:15]([CH:16]=2)=[C:14]([CH3:17])[CH:13]=[CH:12][C:11]=3[N:18]([CH3:27])[S:19]([C:22]2[S:23][CH:24]=[CH:25][CH:26]=2)(=[O:21])=[O:20])=[N:5][CH:4]=1.[C:28]([N:31]1[CH2:36][CH2:35][NH:34][CH2:33][CH2:32]1)(=[O:30])[CH3:29].C(=O)([O-])[O-].[K+].[K+].O, predict the reaction product. The product is: [C:28]([N:31]1[CH2:36][CH2:35][N:34]([CH2:2][C:3]2[S:7][C:6]([C:8]3[NH:9][C:10]4[C:15]([CH:16]=3)=[C:14]([CH3:17])[CH:13]=[CH:12][C:11]=4[N:18]([CH3:27])[S:19]([C:22]3[S:23][CH:24]=[CH:25][CH:26]=3)(=[O:21])=[O:20])=[N:5][CH:4]=2)[CH2:33][CH2:32]1)(=[O:30])[CH3:29]. (3) Given the reactants Br[C:2]1[CH:7]=[C:6]([CH3:8])[C:5]([C:9]([N:11]2[CH2:16][CH2:15][CH:14]([N:17]3[CH2:21][CH2:20][CH2:19][C@H:18]3[CH2:22][OH:23])[CH2:13][CH2:12]2)=[O:10])=[C:4]([CH3:24])[CH:3]=1.CC1(C)C(C)(C)OB([C:33]2[CH:34]=[N:35][CH:36]=[C:37]([C:39]([F:42])([F:41])[F:40])[CH:38]=2)O1, predict the reaction product. The product is: [CH3:8][C:6]1[CH:7]=[C:2]([C:33]2[CH:34]=[N:35][CH:36]=[C:37]([C:39]([F:42])([F:41])[F:40])[CH:38]=2)[CH:3]=[C:4]([CH3:24])[C:5]=1[C:9]([N:11]1[CH2:16][CH2:15][CH:14]([N:17]2[CH2:21][CH2:20][CH2:19][C@H:18]2[CH2:22][OH:23])[CH2:13][CH2:12]1)=[O:10]. (4) Given the reactants Br[C:2]1[CH:3]=[CH:4][C:5]2[C:6]3[N:14]=[C:13]([N:15]4[CH2:20][CH2:19][NH:18][CH2:17][CH2:16]4)[N:12]=[C:11]([O:21][CH2:22][CH3:23])[C:7]=3[NH:8][C:9]=2[CH:10]=1.[NH:24]1[CH2:29][CH2:28][O:27][CH2:26][CH2:25]1.CC([O-])(C)C.[K+].P(C(C)(C)C)(C(C)(C)C)C(C)(C)C, predict the reaction product. The product is: [CH2:22]([O:21][C:11]1[C:7]2[NH:8][C:9]3[CH:10]=[C:2]([N:24]4[CH2:29][CH2:28][O:27][CH2:26][CH2:25]4)[CH:3]=[CH:4][C:5]=3[C:6]=2[N:14]=[C:13]([N:15]2[CH2:20][CH2:19][NH:18][CH2:17][CH2:16]2)[N:12]=1)[CH3:23]. (5) Given the reactants C(O[C:6]([N:8]1[CH2:16][C:10]2([O:13][CH2:12][C:11]2([CH3:15])[CH3:14])[CH2:9]1)=O)(C)(C)C.FC(F)(F)C(O)=O.C(N(C(C)C)CC)(C)C.ClC1[CH:39]=[C:38]([NH:40][C:41]2[NH:42][N:43]=[C:44]([CH3:46])[CH:45]=2)[N:37]=[C:36]([S:47][C:48]2[CH:53]=[CH:52][C:51]([NH:54][C:55](=[O:58])[CH2:56][CH3:57])=[CH:50][CH:49]=2)[N:35]=1, predict the reaction product. The product is: [CH3:15][C:11]1([CH3:14])[C:10]2([CH2:9][N:8]([C:6]3[CH:39]=[C:38]([NH:40][C:41]4[NH:42][N:43]=[C:44]([CH3:46])[CH:45]=4)[N:37]=[C:36]([S:47][C:48]4[CH:53]=[CH:52][C:51]([NH:54][C:55](=[O:58])[CH2:56][CH3:57])=[CH:50][CH:49]=4)[N:35]=3)[CH2:16]2)[O:13][CH2:12]1. (6) Given the reactants [NH2:1][CH2:2][CH2:3][CH2:4][CH2:5][C:6]([CH3:13])([CH3:12])[C:7]([O:9][CH2:10][CH3:11])=[O:8].[C:14]([N:21]1[CH:25]=[CH:24]N=C1)(N1C=CN=C1)=[O:15], predict the reaction product. The product is: [CH2:10]([O:9][C:7]([C:6]([CH3:12])([CH3:13])[CH2:5][CH2:4][CH2:3][CH2:2][NH:1][C:14]([NH:21][CH2:25][CH2:24][CH2:4][CH2:5][C:6]([CH3:13])([C:7]([O:9][CH2:10][CH3:11])=[O:8])[CH3:12])=[O:15])=[O:8])[CH3:11]. (7) Given the reactants [Br:1][C:2]1[C:10]2[CH:9]=[N:8][C:7](Cl)=[N:6][C:5]=2[N:4]([CH2:12][C@@H:13]2[CH2:18][CH2:17][CH2:16][N:15]([C:19]([O:21][C:22]([CH3:25])([CH3:24])[CH3:23])=[O:20])[CH2:14]2)[C:3]=1[C:26]1[C:31]([Cl:32])=[CH:30][CH:29]=[CH:28][C:27]=1[Cl:33].[F:34][C:35]1[CH:36]=[C:37]([CH:40]=[CH:41][C:42]=1[F:43])[CH2:38][NH2:39], predict the reaction product. The product is: [Br:1][C:2]1[C:10]2[CH:9]=[N:8][C:7]([NH:39][CH2:38][C:37]3[CH:40]=[CH:41][C:42]([F:43])=[C:35]([F:34])[CH:36]=3)=[N:6][C:5]=2[N:4]([CH2:12][C@@H:13]2[CH2:18][CH2:17][CH2:16][N:15]([C:19]([O:21][C:22]([CH3:25])([CH3:24])[CH3:23])=[O:20])[CH2:14]2)[C:3]=1[C:26]1[C:31]([Cl:32])=[CH:30][CH:29]=[CH:28][C:27]=1[Cl:33]. (8) The product is: [Cl:25][C:14]1[CH:15]=[C:16]2[C:11](=[CH:12][CH:13]=1)[N:10]=[C:9]([N:26]1[CH2:27][CH2:28][CH2:29][CH2:30]1)[C:8]([C:6]([OH:7])=[O:5])=[C:17]2[C:18]1[CH:23]=[CH:22][CH:21]=[C:20]([Cl:24])[CH:19]=1. Given the reactants C([O:5][C:6]([C:8]1[C:9]([N:26]2[CH2:30][CH2:29][CH2:28][CH2:27]2)=[N:10][C:11]2[C:16]([C:17]=1[C:18]1[CH:23]=[CH:22][CH:21]=[C:20]([Cl:24])[CH:19]=1)=[CH:15][C:14]([Cl:25])=[CH:13][CH:12]=2)=[O:7])(C)(C)C.Cl, predict the reaction product.